This data is from Full USPTO retrosynthesis dataset with 1.9M reactions from patents (1976-2016). The task is: Predict the reactants needed to synthesize the given product. The reactants are: [CH3:1][C:2]1[N:3]=[C:4]([NH:7][C:8]([C:10]2[C:15]([NH:16][C:17]3[CH:18]=[N:19][CH:20]=[CH:21][CH:22]=3)=[CH:14][CH:13]=[C:12]([CH3:23])[N:11]=2)=[O:9])[S:5][CH:6]=1.BrC1C=C([CH:30]=[C:31]([F:33])C=1)C#N. Given the product [CH3:1][C:2]1[N:3]=[C:4]([NH:7][C:8]([C:10]2[C:15]([NH:16][C:17]3[CH:18]=[C:31]([F:33])[CH:30]=[C:21]([C:20]#[N:19])[CH:22]=3)=[CH:14][CH:13]=[C:12]([CH3:23])[N:11]=2)=[O:9])[S:5][CH:6]=1, predict the reactants needed to synthesize it.